This data is from Full USPTO retrosynthesis dataset with 1.9M reactions from patents (1976-2016). The task is: Predict the reactants needed to synthesize the given product. (1) The reactants are: [NH2:1][C:2](=[O:20])[CH:3]([NH:10][C:11]1[CH:12]=[C:13](B(O)O)[CH:14]=[N:15][CH:16]=1)[C:4]1[CH:9]=[CH:8][CH:7]=[CH:6][CH:5]=1.Br[C:22]1[CH:23]=[C:24]2[C:28](=[CH:29][CH:30]=1)[NH:27][C:26](=[O:31])[C:25]2([CH3:33])[CH3:32].C(=O)([O-])[O-].[K+].[K+]. Given the product [CH3:32][C:25]1([CH3:33])[C:24]2[C:28](=[CH:29][CH:30]=[C:22]([C:13]3[CH:12]=[C:11]([NH:10][CH:3]([C:4]4[CH:9]=[CH:8][CH:7]=[CH:6][CH:5]=4)[C:2]([NH2:1])=[O:20])[CH:16]=[N:15][CH:14]=3)[CH:23]=2)[NH:27][C:26]1=[O:31], predict the reactants needed to synthesize it. (2) Given the product [Cl:1][C:2]1[CH:3]=[C:4]([CH:7]=[CH:8][N:9]=1)[C:5](=[N:10][OH:11])[NH2:6], predict the reactants needed to synthesize it. The reactants are: [Cl:1][C:2]1[CH:3]=[C:4]([CH:7]=[CH:8][N:9]=1)[C:5]#[N:6].[NH2:10][OH:11].